Predict the reactants needed to synthesize the given product. From a dataset of Full USPTO retrosynthesis dataset with 1.9M reactions from patents (1976-2016). Given the product [O:6]=[C:5]1[CH2:4][CH2:3][CH2:2][CH:1]1[C:7]1[CH:8]=[C:9]([CH:15]=[CH:16][CH:17]=1)[C:10]([O:12][CH2:13][CH3:14])=[O:11], predict the reactants needed to synthesize it. The reactants are: [C:1]12([C:7]3[CH:8]=[C:9]([CH:15]=[CH:16][CH:17]=3)[C:10]([O:12][CH2:13][CH3:14])=[O:11])[O:6][CH:5]1[CH2:4][CH2:3][CH2:2]2.B(F)(F)F.CCOCC.C(=O)(O)[O-].[Na+].